This data is from Peptide-MHC class I binding affinity with 185,985 pairs from IEDB/IMGT. The task is: Regression. Given a peptide amino acid sequence and an MHC pseudo amino acid sequence, predict their binding affinity value. This is MHC class I binding data. The peptide sequence is FNFAYLKV. The MHC is H-2-Db with pseudo-sequence H-2-Db. The binding affinity (normalized) is 0.0831.